This data is from NCI-60 drug combinations with 297,098 pairs across 59 cell lines. The task is: Regression. Given two drug SMILES strings and cell line genomic features, predict the synergy score measuring deviation from expected non-interaction effect. Drug 1: CCC(=C(C1=CC=CC=C1)C2=CC=C(C=C2)OCCN(C)C)C3=CC=CC=C3.C(C(=O)O)C(CC(=O)O)(C(=O)O)O. Drug 2: CN1C(=O)N2C=NC(=C2N=N1)C(=O)N. Cell line: NCI-H460. Synergy scores: CSS=-1.47, Synergy_ZIP=1.55, Synergy_Bliss=1.75, Synergy_Loewe=-1.82, Synergy_HSA=-1.37.